This data is from Forward reaction prediction with 1.9M reactions from USPTO patents (1976-2016). The task is: Predict the product of the given reaction. (1) Given the reactants C[O:2][C:3](=[O:41])[CH2:4][C@H:5]1[C:9]2[CH:10]=[CH:11][C:12]([O:14][C@H:15]3[C:23]4[C:18](=[C:19]([O:25][C:26]5[CH:31]=[CH:30][C:29]([C:32]6[C:33]([CH3:38])=[N:34][O:35][C:36]=6[CH3:37])=[CH:28][C:27]=5[C:39]#[N:40])[CH:20]=[CH:21][C:22]=4[F:24])[CH2:17][CH2:16]3)=[CH:13][C:8]=2[O:7][CH2:6]1.[OH-].[K+], predict the reaction product. The product is: [C:39]([C:27]1[CH:28]=[C:29]([C:32]2[C:33]([CH3:38])=[N:34][O:35][C:36]=2[CH3:37])[CH:30]=[CH:31][C:26]=1[O:25][C:19]1[CH:20]=[CH:21][C:22]([F:24])=[C:23]2[C:18]=1[CH2:17][CH2:16][C@H:15]2[O:14][C:12]1[CH:11]=[CH:10][C:9]2[C@H:5]([CH2:4][C:3]([OH:41])=[O:2])[CH2:6][O:7][C:8]=2[CH:13]=1)#[N:40]. (2) Given the reactants [C:1]1([CH3:13])[CH:6]=[C:5]([CH3:7])[CH:4]=[C:3]([CH3:8])[C:2]=1[S:9](Cl)(=[O:11])=[O:10].[C:14]1([CH3:22])[CH:19]=[C:18]([CH3:20])[CH:17]=[C:16]([CH3:21])[CH:15]=1.[Al+3].[Cl-].[Cl-].[Cl-], predict the reaction product. The product is: [C:1]1([CH3:13])[CH:6]=[C:5]([CH3:7])[CH:4]=[C:3]([CH3:8])[C:2]=1[S:9]([C:15]1[C:16]([CH3:21])=[CH:17][C:18]([CH3:20])=[CH:19][C:14]=1[CH3:22])(=[O:11])=[O:10].